Dataset: HIV replication inhibition screening data with 41,000+ compounds from the AIDS Antiviral Screen. Task: Binary Classification. Given a drug SMILES string, predict its activity (active/inactive) in a high-throughput screening assay against a specified biological target. The drug is Cc1ccc2ccccc2c1NC1=NCCO1. The result is 0 (inactive).